This data is from Full USPTO retrosynthesis dataset with 1.9M reactions from patents (1976-2016). The task is: Predict the reactants needed to synthesize the given product. (1) Given the product [C:19]([O:18][C:16]([NH:14][C@@H:8]1[CH2:9][C@@H:5]([C:6](=[O:10])[N:12]([CH3:13])[CH3:11])[CH2:4][CH2:3][C@H:2]1[O:33][S:32]([CH3:31])(=[O:34])=[O:15])=[O:17])([CH3:22])([CH3:21])[CH3:20], predict the reactants needed to synthesize it. The reactants are: Br[C@@H:2]1[C@@H:8]2[CH2:9][C@@H:5]([C:6](=[O:10])O2)[CH2:4][CH2:3]1.[CH3:11][NH:12][CH3:13].[NH4+:14].[OH-:15].[C:16](O[C:16]([O:18][C:19]([CH3:22])([CH3:21])[CH3:20])=[O:17])([O:18][C:19]([CH3:22])([CH3:21])[CH3:20])=[O:17].[CH3:31][S:32](Cl)(=[O:34])=[O:33]. (2) Given the product [ClH:19].[CH3:20][C:2]1[N:6]2[N:7]=[C:8]([NH:11][CH2:12][C:13]3[CH:18]=[CH:17][CH:16]=[CH:15][N:14]=3)[CH:9]=[CH:10][C:5]2=[N:4][CH:3]=1, predict the reactants needed to synthesize it. The reactants are: Br[C:2]1[N:6]2[N:7]=[C:8]([NH:11][CH2:12][C:13]3[CH:18]=[CH:17][CH:16]=[CH:15][N:14]=3)[CH:9]=[CH:10][C:5]2=[N:4][CH:3]=1.[ClH:19].[CH3:20]COCC. (3) Given the product [Br:1][C:2]1[CH:3]=[C:4]2[C:23](=[CH:24][CH:25]=1)[C:8]1=[N:9][S:10][C:11]([C:12]3[CH:17]=[CH:16][C:15]([O:18][C:19]([F:21])([F:22])[F:20])=[CH:14][CH:13]=3)=[C:7]1[CH:6]=[CH:5]2, predict the reactants needed to synthesize it. The reactants are: [Br:1][C:2]1[CH:3]=[C:4]2[C:23](=[CH:24][CH:25]=1)[C:8]1=[N:9][S:10][C:11]([C:12]3[CH:17]=[CH:16][C:15]([O:18][C:19]([F:22])([F:21])[F:20])=[CH:14][CH:13]=3)=[C:7]1[CH2:6][CH2:5]2. (4) Given the product [CH3:1][C:2]1[CH:10]=[CH:9][C:8]([C:11]2[N:12]([C:22]([O:24][C:25]([CH3:28])([CH3:27])[CH3:26])=[O:23])[C:13]3[C:18]([CH:19]=2)=[CH:17][C:16]([CH2:20][N:36]2[CH2:37][CH2:38][N:33]([CH2:32][CH2:31][OH:30])[CH2:34][CH2:35]2)=[CH:15][CH:14]=3)=[C:7]2[C:3]=1[CH2:4][NH:5][C:6]2=[O:29], predict the reactants needed to synthesize it. The reactants are: [CH3:1][C:2]1[CH:10]=[CH:9][C:8]([C:11]2[N:12]([C:22]([O:24][C:25]([CH3:28])([CH3:27])[CH3:26])=[O:23])[C:13]3[C:18]([CH:19]=2)=[CH:17][C:16]([CH:20]=O)=[CH:15][CH:14]=3)=[C:7]2[C:3]=1[CH2:4][NH:5][C:6]2=[O:29].[OH:30][CH2:31][CH2:32][N:33]1[CH2:38][CH2:37][NH:36][CH2:35][CH2:34]1.C(O)(=O)C.C(O[BH-](OC(=O)C)OC(=O)C)(=O)C.[Na+].Cl.